From a dataset of Full USPTO retrosynthesis dataset with 1.9M reactions from patents (1976-2016). Predict the reactants needed to synthesize the given product. (1) The reactants are: C(OC(=O)[NH:10][CH2:11][C:12]1[N:16]2[C:17](=[O:29])[C:18]3[NH:19][CH:20]=[N:21][C:22]=3[N:23]([CH2:24][CH2:25][CH2:26][CH2:27][CH3:28])[C:15]2=[N:14][N:13]=1)C1C=CC=CC=1.[ClH:31]. Given the product [ClH:31].[NH2:10][CH2:11][C:12]1[N:16]2[C:17](=[O:29])[C:18]3[NH:19][CH:20]=[N:21][C:22]=3[N:23]([CH2:24][CH2:25][CH2:26][CH2:27][CH3:28])[C:15]2=[N:14][N:13]=1, predict the reactants needed to synthesize it. (2) Given the product [ClH:31].[NH2:8][N:9]1[C:15](=[O:16])[CH:14]([CH2:32][C:33](=[O:38])[C:34]([CH3:37])([CH3:36])[CH3:35])[C:13]2[CH:12]=[CH:20][CH:19]=[CH:18][C:17]=2[C:24]2[CH:23]=[CH:22][CH:21]=[CH:11][C:10]1=2, predict the reactants needed to synthesize it. The reactants are: C([NH:8][N:9]1[C:15](=[O:16])[CH2:14][C:13]2[CH:17]=[CH:18][CH:19]=[CH:20][C:12]=2[C:11]2[CH:21]=[CH:22][CH:23]=[CH:24][C:10]1=2)(OC(C)(C)C)=O.C([O-])([O-])=O.[Cs+].[Cs+].[Cl:31][CH2:32][C:33](=[O:38])[C:34]([CH3:37])([CH3:36])[CH3:35]. (3) Given the product [CH:11]1([N:8]2[C:9]3[CH:10]=[C:2]([C:35]4[CH:36]=[CH:37][C:32]([CH2:31][N:30]([CH3:47])[CH3:29])=[CH:33][CH:34]=4)[CH:3]=[C:4]([C:14]([NH:16][CH2:17][C:18]4[C:19](=[O:28])[NH:20][C:21]([CH3:27])=[CH:22][C:23]=4[CH2:24][CH2:25][CH3:26])=[O:15])[C:5]=3[CH:6]=[N:7]2)[CH2:13][CH2:12]1, predict the reactants needed to synthesize it. The reactants are: Br[C:2]1[CH:3]=[C:4]([C:14]([NH:16][CH2:17][C:18]2[C:19](=[O:28])[NH:20][C:21]([CH3:27])=[CH:22][C:23]=2[CH2:24][CH2:25][CH3:26])=[O:15])[C:5]2[CH:6]=[N:7][N:8]([CH:11]3[CH2:13][CH2:12]3)[C:9]=2[CH:10]=1.[CH3:29][N:30]([CH3:47])[CH2:31][C:32]1[CH:37]=[CH:36][C:35](B2OC(C)(C)C(C)(C)O2)=[CH:34][CH:33]=1. (4) Given the product [CH2:31]([N:33]([CH2:34][CH3:35])[CH2:23][CH2:22][CH2:21][C:17]1[CH:16]=[C:15]2[C:20](=[CH:19][CH:18]=1)[C:12](=[C:5]1[C:4]3[C:8](=[CH:9][CH:10]=[C:2]([F:1])[CH:3]=3)[NH:7][C:6]1=[O:11])[O:13][C:14]2([CH3:29])[CH3:30])[CH3:32], predict the reactants needed to synthesize it. The reactants are: [F:1][C:2]1[CH:3]=[C:4]2[C:8](=[CH:9][CH:10]=1)[NH:7][C:6](=[O:11])[C:5]2=[C:12]1[C:20]2[C:15](=[CH:16][C:17]([CH2:21][CH2:22][CH2:23]OS(C)(=O)=O)=[CH:18][CH:19]=2)[C:14]([CH3:30])([CH3:29])[O:13]1.[CH2:31]([NH:33][CH2:34][CH3:35])[CH3:32]. (5) Given the product [N:13]1[O:14][N:15]=[C:11]2[CH:10]=[C:9]([CH2:8][CH2:7][N:1]3[CH2:6][CH2:5][N:4]([CH2:20][CH:19]([C:21]4[CH:30]=[CH:29][C:24]5[C:25](=[O:28])[O:26][CH2:27][C:23]=5[CH:22]=4)[OH:18])[CH2:3][CH2:2]3)[CH:17]=[CH:16][C:12]=12, predict the reactants needed to synthesize it. The reactants are: [N:1]1([CH2:7][CH2:8][C:9]2[CH:17]=[CH:16][C:12]3=[N:13][O:14][N:15]=[C:11]3[CH:10]=2)[CH2:6][CH2:5][NH:4][CH2:3][CH2:2]1.[O:18]1[CH2:20][CH:19]1[C:21]1[CH:30]=[CH:29][C:24]2[C:25](=[O:28])[O:26][CH2:27][C:23]=2[CH:22]=1.